The task is: Predict the reactants needed to synthesize the given product.. This data is from Full USPTO retrosynthesis dataset with 1.9M reactions from patents (1976-2016). (1) Given the product [CH2:6]([O:5][C:3](=[O:4])[CH2:2][S:1][CH2:8][C:9]1[CH:14]=[CH:13][CH:12]=[CH:11][CH:10]=1)[CH3:7], predict the reactants needed to synthesize it. The reactants are: [SH:1][CH2:2][C:3]([O:5][CH2:6][CH3:7])=[O:4].[CH2:8](O)[C:9]1[CH:14]=[CH:13][CH:12]=[CH:11][CH:10]=1. (2) Given the product [CH2:1]([N:4]1[C:12]2[C:11](=[O:13])[NH:10][C:9](=[O:14])[N:8]([CH2:15][CH3:16])[C:7]=2[N:6]=[C:5]1[Cl:24])[CH:2]=[CH2:3], predict the reactants needed to synthesize it. The reactants are: [CH2:1]([N:4]1[C:12]2[C:11](=[O:13])[NH:10][C:9](=[O:14])[N:8]([CH2:15][CH3:16])[C:7]=2[N:6]=[CH:5]1)[CH:2]=[CH2:3].C1C(=O)N([Cl:24])C(=O)C1. (3) The reactants are: Cl[CH2:2][C:3]1[CH:18]=[CH:17][C:6]([O:7][C:8]2[CH:13]=[CH:12][C:11]([N+:14]([O-:16])=[O:15])=[CH:10][N:9]=2)=[CH:5][CH:4]=1.C(N(CC)CC)C.[N:26]1([C:32]([O:34][C:35]([CH3:38])([CH3:37])[CH3:36])=[O:33])[CH2:31][CH2:30][NH:29][CH2:28][CH2:27]1.O. Given the product [N+:14]([C:11]1[CH:12]=[CH:13][C:8]([O:7][C:6]2[CH:17]=[CH:18][C:3]([CH2:2][N:29]3[CH2:28][CH2:27][N:26]([C:32]([O:34][C:35]([CH3:38])([CH3:37])[CH3:36])=[O:33])[CH2:31][CH2:30]3)=[CH:4][CH:5]=2)=[N:9][CH:10]=1)([O-:16])=[O:15], predict the reactants needed to synthesize it. (4) Given the product [CH2:1]([C:3]1[C:4]([O:25][CH3:26])=[CH:5][C:6]([O:23][CH3:24])=[C:7]([NH:9][C:10]2[C:11]([NH2:20])=[CH:12][C:13]([C:16]([F:17])([F:18])[F:19])=[CH:14][CH:15]=2)[CH:8]=1)[CH3:2], predict the reactants needed to synthesize it. The reactants are: [CH2:1]([C:3]1[C:4]([O:25][CH3:26])=[CH:5][C:6]([O:23][CH3:24])=[C:7]([NH:9][C:10]2[CH:15]=[CH:14][C:13]([C:16]([F:19])([F:18])[F:17])=[CH:12][C:11]=2[N+:20]([O-])=O)[CH:8]=1)[CH3:2]. (5) Given the product [C:21]([O:25][C:26]([N:28]1[CH2:33][CH2:32][N:31]([C:34]2[CH:35]=[N:36][C:37]([NH:40][C:7]3[N:8]=[CH:9][C:4]4[CH:3]=[C:2]([Br:1])[C:14](=[O:15])[N:13]([CH:16]5[CH2:20][CH2:19][CH2:18][CH2:17]5)[C:5]=4[N:6]=3)=[CH:38][CH:39]=2)[CH2:30][CH2:29]1)=[O:27])([CH3:24])([CH3:22])[CH3:23], predict the reactants needed to synthesize it. The reactants are: [Br:1][C:2]1[C:14](=[O:15])[N:13]([CH:16]2[CH2:20][CH2:19][CH2:18][CH2:17]2)[C:5]2[N:6]=[C:7](S(C)=O)[N:8]=[CH:9][C:4]=2[CH:3]=1.[C:21]([O:25][C:26]([N:28]1[CH2:33][CH2:32][N:31]([C:34]2[CH:35]=[N:36][C:37]([NH2:40])=[CH:38][CH:39]=2)[CH2:30][CH2:29]1)=[O:27])([CH3:24])([CH3:23])[CH3:22]. (6) Given the product [Cl:1][C:2]1[C:10]([Cl:11])=[CH:9][CH:8]=[CH:7][C:3]=1[C:4]([NH:26][CH2:25][C:16]1([C:19]2[CH:24]=[CH:23][CH:22]=[CH:21][CH:20]=2)[CH2:15][CH2:14][N:13]([CH3:12])[CH2:18][CH2:17]1)=[O:6], predict the reactants needed to synthesize it. The reactants are: [Cl:1][C:2]1[C:10]([Cl:11])=[CH:9][CH:8]=[CH:7][C:3]=1[C:4]([OH:6])=O.[CH3:12][N:13]1[CH2:18][CH2:17][C:16]([CH2:25][NH2:26])([C:19]2[CH:24]=[CH:23][CH:22]=[CH:21][CH:20]=2)[CH2:15][CH2:14]1.